Dataset: Plasma protein binding rate (PPBR) regression data from AstraZeneca. Task: Regression/Classification. Given a drug SMILES string, predict its absorption, distribution, metabolism, or excretion properties. Task type varies by dataset: regression for continuous measurements (e.g., permeability, clearance, half-life) or binary classification for categorical outcomes (e.g., BBB penetration, CYP inhibition). For this dataset (ppbr_az), we predict Y. (1) The compound is C[C@H]1O[C@@H](n2cnc3c(N)nc(OCC4CC45CC5)nc32)[C@H](O)[C@H]1Cl. The Y is 95.5 %. (2) The compound is Cc1cn([C@H]2CCCN(S(=O)(=O)c3ccc(O)c(Oc4ccc(Cl)cc4)c3)C2)c(=O)[nH]c1=O. The Y is 98.6 %. (3) The drug is COCCNc1nc(NCc2ccccc2F)c2sccc2n1. The Y is 97.2 %. (4) The compound is CNc1nc2ccccc2n1Cc1sc2c(c1C(=O)N1CC[C@@H](O)C1)c(=O)n(C)c(=O)n2CC(C)C. The Y is 68.1 %. (5) The molecule is CCC(CC)NC(=O)c1cnn(-c2ccccc2)c1NS(=O)(=O)C1CCCC1. The Y is 99.8 %.